This data is from Full USPTO retrosynthesis dataset with 1.9M reactions from patents (1976-2016). The task is: Predict the reactants needed to synthesize the given product. (1) Given the product [F:1][C:2]1[CH:7]=[CH:6][C:5]([CH2:8][C:9]2[CH:18]=[C:17]3[C:12]([C:13]([OH:26])=[C:14]([C:21]([NH:35][CH2:34][CH2:33][CH2:32][N:27]4[CH:31]=[CH:30][N:29]=[CH:28]4)=[O:23])[C:15](=[O:20])[N:16]3[CH3:19])=[N:11][CH:10]=2)=[CH:4][CH:3]=1, predict the reactants needed to synthesize it. The reactants are: [F:1][C:2]1[CH:7]=[CH:6][C:5]([CH2:8][C:9]2[CH:18]=[C:17]3[C:12]([C:13]([OH:26])=[C:14]([C:21]([O:23]CC)=O)[C:15](=[O:20])[N:16]3[CH3:19])=[N:11][CH:10]=2)=[CH:4][CH:3]=1.[N:27]1([CH2:32][CH2:33][CH2:34][NH2:35])[CH:31]=[CH:30][N:29]=[CH:28]1. (2) Given the product [Br:1][C:2]1[CH:3]=[CH:4]/[C:5](=[N:9]/[S:10]([C:13]2[CH:14]=[CH:15][C:16]([CH3:19])=[CH:17][CH:18]=2)(=[O:12])=[O:11])/[N:6]([CH2:30][C:31]([NH2:33])=[O:32])[C:7]=1[CH3:8], predict the reactants needed to synthesize it. The reactants are: [Br:1][C:2]1[CH:3]=[CH:4][C:5]([NH:9][S:10]([C:13]2[CH:18]=[CH:17][C:16]([CH3:19])=[CH:15][CH:14]=2)(=[O:12])=[O:11])=[N:6][C:7]=1[CH3:8].CCN(C(C)C)C(C)C.I[CH2:30][C:31]([NH2:33])=[O:32].O. (3) Given the product [Br:7][C:5]1[N:6]=[C:2]([N:16]2[CH2:15][C@H:14]([CH3:13])[O:19][C@H:18]([CH3:20])[CH2:17]2)[S:3][CH:4]=1, predict the reactants needed to synthesize it. The reactants are: Br[C:2]1[S:3][CH:4]=[C:5]([Br:7])[N:6]=1.CN(C=O)C.[CH3:13][C@H:14]1[O:19][C@@H:18]([CH3:20])[CH2:17][NH:16][CH2:15]1.CCN(C(C)C)C(C)C. (4) Given the product [CH2:1]([C@H:8]1[CH2:12][O:11][C:10](=[O:13])[N:9]1[C:14](=[O:46])[C@@H:15]([CH3:45])[CH2:16][CH2:17][CH2:18][N:19]([C:24]1[N:29]=[C:28]2[O:30][C:31]([C:37]3[CH:42]=[CH:41][C:40]([CH3:43])=[CH:39][CH:38]=3)=[C:32]([C:33]([NH:35][CH3:36])=[O:34])[C:27]2=[CH:26][C:25]=1[CH:55]1[CH2:54][CH2:49]1)[S:20]([CH3:23])(=[O:22])=[O:21])[C:2]1[CH:7]=[CH:6][CH:5]=[CH:4][CH:3]=1, predict the reactants needed to synthesize it. The reactants are: [CH2:1]([C@H:8]1[CH2:12][O:11][C:10](=[O:13])[N:9]1[C:14](=[O:46])[C@@H:15]([CH3:45])[CH2:16][CH2:17][CH2:18][N:19]([C:24]1[N:29]=[C:28]2[O:30][C:31]([C:37]3[CH:42]=[CH:41][C:40]([CH3:43])=[CH:39][CH:38]=3)=[C:32]([C:33]([NH:35][CH3:36])=[O:34])[C:27]2=[CH:26][C:25]=1I)[S:20]([CH3:23])(=[O:22])=[O:21])[C:2]1[CH:7]=[CH:6][CH:5]=[CH:4][CH:3]=1.CO[C:49]1C=CC=C(OC)[C:54]=1[C:55]1C=CC=CC=1P(C1CCCCC1)C1CCCCC1.C(=O)([O-])[O-].[Na+].[Na+].C1(B(O)O)CC1.